Dataset: Full USPTO retrosynthesis dataset with 1.9M reactions from patents (1976-2016). Task: Predict the reactants needed to synthesize the given product. (1) Given the product [NH:1]1[C:9]2[C:4](=[CH:5][C:6]([NH:10][C:11](=[O:15])[CH:12]([CH3:13])[CH3:14])=[CH:7][CH:8]=2)[CH2:3][CH2:2]1, predict the reactants needed to synthesize it. The reactants are: [NH:1]1[C:9]2[C:4](=[CH:5][C:6]([NH:10][C:11](=[O:15])[CH:12]([CH3:14])[CH3:13])=[CH:7][CH:8]=2)[CH:3]=[CH:2]1. (2) Given the product [Br:8][C:4]1[CH:3]=[C:2]([N:9]2[CH2:13][CH2:12][CH2:11][CH2:10]2)[CH:7]=[CH:6][CH:5]=1, predict the reactants needed to synthesize it. The reactants are: Br[C:2]1[CH:7]=[CH:6][CH:5]=[C:4]([Br:8])[CH:3]=1.[NH:9]1[CH2:13][CH2:12][CH2:11][CH2:10]1.C1C=CC(P(C2C(C3C(P(C4C=CC=CC=4)C4C=CC=CC=4)=CC=C4C=3C=CC=C4)=C3C(C=CC=C3)=CC=2)C2C=CC=CC=2)=CC=1.C([O-])([O-])=O.[Cs+].[Cs+].